This data is from Forward reaction prediction with 1.9M reactions from USPTO patents (1976-2016). The task is: Predict the product of the given reaction. (1) Given the reactants [H-].[Na+].[C:3]([O:7][C:8]([N:10]1[CH2:13][C:12]([C:15]2[S:16][CH:17]=[C:18]([C:20]3[C:21]([O:35][CH:36]4[CH2:39][CH2:38][CH2:37]4)=[C:22]4[C:27](=[CH:28][CH:29]=3)[N:26]([C:30]([O:32][CH3:33])=[O:31])[C@@H:25]([CH3:34])[CH2:24][CH2:23]4)[N:19]=2)([OH:14])[CH2:11]1)=[O:9])([CH3:6])([CH3:5])[CH3:4].[CH3:40]I.O, predict the reaction product. The product is: [C:3]([O:7][C:8]([N:10]1[CH2:13][C:12]([C:15]2[S:16][CH:17]=[C:18]([C:20]3[C:21]([O:35][CH:36]4[CH2:37][CH2:38][CH2:39]4)=[C:22]4[C:27](=[CH:28][CH:29]=3)[N:26]([C:30]([O:32][CH3:33])=[O:31])[C@@H:25]([CH3:34])[CH2:24][CH2:23]4)[N:19]=2)([O:14][CH3:40])[CH2:11]1)=[O:9])([CH3:4])([CH3:5])[CH3:6]. (2) Given the reactants [C:1]([N:8]1[CH:12]=[CH:11]N=[CH:9]1)(N1C=CN=C1)=[O:2].NC1C=[CH:22][C:21]([O:24][CH3:25])=[CH:20][C:15]=1[C:16](OC)=[O:17].[NH2:26][C:27]1[CH:46]=[CH:45][C:30]([CH2:31][C@@H:32]([C:41]([O:43][CH3:44])=[O:42])[NH:33]C(OC(C)(C)C)=O)=[CH:29][CH:28]=1.C(=O)([O-])[O-].[K+].[K+].CC1C=CC(S(OC)(=O)=O)=CC=1.Cl.C(OCC)(=O)C, predict the reaction product. The product is: [CH3:25][O:24][C:21]1[CH:20]=[C:15]2[C:12](=[CH:11][CH:22]=1)[N:8]([CH3:9])[C:1](=[O:2])[N:26]([C:27]1[CH:28]=[CH:29][C:30]([CH2:31][C@@H:32]([C:41]([O:43][CH3:44])=[O:42])[NH2:33])=[CH:45][CH:46]=1)[C:16]2=[O:17].